This data is from Reaction yield outcomes from USPTO patents with 853,638 reactions. The task is: Predict the reaction yield, written as a fraction of the theoretical maximum amount of product (1.0 means a 100% yield; for example, 0.34 means a 34% yield). (1) The reactants are [Br:1][C:2]1[CH:3]=[C:4]([NH:10][C:11]2[CH:16]=[CH:15][C:14]([N:17]3[CH2:22][CH2:21][NH:20][CH2:19][CH2:18]3)=[CH:13][N:12]=2)[C:5](=[O:9])[N:6]([CH3:8])[CH:7]=1.[O:23]1[CH2:26][C:25](=O)[CH2:24]1.[BH3-]C#N.[Na+].O. The catalyst is CO.[Cl-].[Zn+2].[Cl-]. The product is [Br:1][C:2]1[CH:3]=[C:4]([NH:10][C:11]2[CH:16]=[CH:15][C:14]([N:17]3[CH2:22][CH2:21][N:20]([CH:25]4[CH2:26][O:23][CH2:24]4)[CH2:19][CH2:18]3)=[CH:13][N:12]=2)[C:5](=[O:9])[N:6]([CH3:8])[CH:7]=1. The yield is 0.610. (2) The reactants are [C:1]([C:3]1[CH:8]=[CH:7][CH:6]=[CH:5][C:4]=1[C:9]1[CH:14]=[CH:13][C:12]([CH2:15][CH:16]([C:21](=O)[CH2:22][CH2:23][CH2:24][CH3:25])[C:17](OC)=[O:18])=[CH:11][CH:10]=1)#[N:2].[O:27]1[C:31]2([CH2:36][CH2:35][CH:34]([NH:37][C:38]3[NH:42][C:41]([CH3:43])=[N:40][N:39]=3)[CH2:33][CH2:32]2)[O:30][CH2:29][CH2:28]1.N12CCCN=C1CCCCC2.C(N(CC)C1C=CC=CC=1)C. The catalyst is C(OCC)(=O)C. The product is [CH2:22]([C:21]1[N:39]2[N:40]=[C:41]([CH3:43])[N:42]=[C:38]2[N:37]([CH:34]2[CH2:33][CH2:32][C:31]3([O:27][CH2:28][CH2:29][O:30]3)[CH2:36][CH2:35]2)[C:17](=[O:18])[C:16]=1[CH2:15][C:12]1[CH:11]=[CH:10][C:9]([C:4]2[C:3]([C:1]#[N:2])=[CH:8][CH:7]=[CH:6][CH:5]=2)=[CH:14][CH:13]=1)[CH2:23][CH2:24][CH3:25]. The yield is 0.570. (3) The reactants are [N:1]1([CH2:6][CH2:7][O:8][C:9]2[CH:14]=[CH:13][C:12]([NH2:15])=[CH:11][CH:10]=2)[CH2:5][CH2:4][CH2:3][CH2:2]1.[Cl:16][C:17]1[CH:18]=[C:19]2[C:23](=[CH:24][CH:25]=1)[NH:22][C:21](=[O:26])[C:20]2=[CH:27]O. No catalyst specified. The product is [Cl:16][C:17]1[CH:18]=[C:19]2[C:23](=[CH:24][CH:25]=1)[NH:22][C:21](=[O:26])[C:20]2=[CH:27][NH:15][C:12]1[CH:11]=[CH:10][C:9]([O:8][CH2:7][CH2:6][N:1]2[CH2:5][CH2:4][CH2:3][CH2:2]2)=[CH:14][CH:13]=1. The yield is 0.790. (4) The reactants are [N:1]1[CH:6]=[CH:5][CH:4]=[C:3](/[CH:7]=[CH:8]/[CH2:9][CH:10]([OH:12])[CH3:11])[CH:2]=1.[C:13]1([CH3:23])[CH:18]=[CH:17][C:16]([S:19](Cl)(=[O:21])=[O:20])=[CH:15][CH:14]=1. The catalyst is N1C=CC=CC=1. The product is [C:13]1([CH3:23])[CH:18]=[CH:17][C:16]([S:19]([O:12][CH:10]([CH2:9]/[CH:8]=[CH:7]/[C:3]2[CH:2]=[N:1][CH:6]=[CH:5][CH:4]=2)[CH3:11])(=[O:21])=[O:20])=[CH:15][CH:14]=1. The yield is 0.601. (5) The catalyst is [Cl-].[Na+].O.C(Cl)Cl. The reactants are [F:1][C:2]1[CH:3]=[C:4]2[C:22](=[CH:23][CH:24]=1)[O:21][CH2:20][CH2:19][NH:18][CH2:17][C:16]1=[C:25]3[N:26]=[C:10]([CH:11]=[CH:12][N:13]3[N:14]=[CH:15]1)[N:9]1[C@@H:5]2[CH2:6][CH2:7][CH2:8]1.C([O:30][CH2:31][C:32](Cl)=[O:33])(=O)C.CCN(C(C)C)C(C)C.[OH-].[Na+]. The yield is 0.520. The product is [F:1][C:2]1[CH:3]=[C:4]2[C:22](=[CH:23][CH:24]=1)[O:21][CH2:20][CH2:19][N:18]([C:31](=[O:30])[CH2:32][OH:33])[CH2:17][C:16]1=[C:25]3[N:26]=[C:10]([CH:11]=[CH:12][N:13]3[N:14]=[CH:15]1)[N:9]1[C@@H:5]2[CH2:6][CH2:7][CH2:8]1.